Dataset: Full USPTO retrosynthesis dataset with 1.9M reactions from patents (1976-2016). Task: Predict the reactants needed to synthesize the given product. (1) Given the product [C:20]([O:19][C:18](=[O:24])[NH:17][CH2:16][CH:15]([C:25]1[CH:30]=[CH:29][C:28]([C:53]2[CH:54]=[CH:55][CH:56]=[CH:57][C:52]=2[CH2:51][CH2:50][O:49][C:47]([NH2:48])=[O:59])=[CH:27][C:26]=1[CH3:40])[CH2:14][C:11]1[CH:12]=[CH:13][C:8]([O:7][CH2:6][CH2:5][O:4][C:3]2[C:41]([Cl:46])=[CH:42][C:43]([CH3:45])=[CH:44][C:2]=2[Cl:1])=[CH:9][CH:10]=1)([CH3:23])([CH3:22])[CH3:21], predict the reactants needed to synthesize it. The reactants are: [Cl:1][C:2]1[CH:44]=[C:43]([CH3:45])[CH:42]=[C:41]([Cl:46])[C:3]=1[O:4][CH2:5][CH2:6][O:7][C:8]1[CH:13]=[CH:12][C:11]([CH2:14][CH:15]([C:25]2[CH:30]=[CH:29][C:28](B3OC(C)(C)C(C)(C)O3)=[CH:27][C:26]=2[CH3:40])[CH2:16][NH:17][C:18](=[O:24])[O:19][C:20]([CH3:23])([CH3:22])[CH3:21])=[CH:10][CH:9]=1.[C:47](=[O:59])([O:49][CH2:50][CH2:51][C:52]1[CH:57]=[CH:56][CH:55]=[CH:54][C:53]=1Br)[NH2:48]. (2) Given the product [CH2:1]([O:3][C:4]([C:6]1[NH:7][CH:8]=[C:9]([C:21](=[O:22])[CH2:20][C:17]2[CH:16]=[CH:15][C:14]([C:13]([F:24])([F:12])[F:25])=[CH:19][CH:18]=2)[C:10]=1[CH3:11])=[O:5])[CH3:2], predict the reactants needed to synthesize it. The reactants are: [CH2:1]([O:3][C:4]([C:6]1[NH:7][CH:8]=[CH:9][C:10]=1[CH3:11])=[O:5])[CH3:2].[F:12][C:13]([F:25])([F:24])[C:14]1[CH:19]=[CH:18][C:17]([CH2:20][C:21](Cl)=[O:22])=[CH:16][CH:15]=1. (3) Given the product [Cl:39][C:23]1[C:24]([Cl:38])=[C:25]([C:28]([OH:37])([C:29]([F:30])([F:31])[F:32])[C:33]([F:34])([F:35])[F:36])[CH:26]=[CH:27][C:22]=1[C:11]1[S:10][C:9]([C:7]([N:1]2[CH2:6][CH2:5][S:4][CH2:3][CH2:2]2)=[O:8])=[N:13][C:12]=1[C:14]([O:16][C:17]([CH3:20])([CH3:19])[CH3:18])=[O:15], predict the reactants needed to synthesize it. The reactants are: [N:1]1([C:7]([C:9]2[S:10][CH:11]=[C:12]([C:14]([O:16][C:17]([CH3:20])([CH3:19])[CH3:18])=[O:15])[N:13]=2)=[O:8])[CH2:6][CH2:5][S:4][CH2:3][CH2:2]1.Br[C:22]1[CH:27]=[CH:26][C:25]([C:28]([OH:37])([C:33]([F:36])([F:35])[F:34])[C:29]([F:32])([F:31])[F:30])=[C:24]([Cl:38])[C:23]=1[Cl:39].C([O-])([O-])=O.[Na+].[Na+].C1C=CC(P(C2C=CC=CC=2)C2C=CC=CC=2)=CC=1. (4) Given the product [CH2:1]([O:8][C:9]1[CH:17]=[CH:16][CH:15]=[C:14]2[C:10]=1[CH:11]=[CH:12][N:13]2[CH3:18])[C:2]1[CH:3]=[CH:4][CH:5]=[CH:6][CH:7]=1, predict the reactants needed to synthesize it. The reactants are: [CH2:1]([O:8][C:9]1[CH:17]=[CH:16][CH:15]=[C:14]2[C:10]=1[CH:11]=[CH:12][NH:13]2)[C:2]1[CH:7]=[CH:6][CH:5]=[CH:4][CH:3]=1.[CH3:18]I.[H-].[Na+].